Regression/Classification. Given a drug SMILES string, predict its absorption, distribution, metabolism, or excretion properties. Task type varies by dataset: regression for continuous measurements (e.g., permeability, clearance, half-life) or binary classification for categorical outcomes (e.g., BBB penetration, CYP inhibition). Dataset: cyp2c19_veith. From a dataset of CYP2C19 inhibition data for predicting drug metabolism from PubChem BioAssay. (1) The drug is O=C(NCc1ccco1)c1nc2c(nnn2Cc2cccc(Cl)c2)c(=O)[nH]1. The result is 0 (non-inhibitor). (2) The molecule is COc1cccc(CNCCNC(=O)c2nonc2N)c1.Cl. The result is 1 (inhibitor). (3) The molecule is COC(=O)c1ccc(C(=O)OC)c(NC(=S)N2CCN(c3ccccc3)CC2)c1. The result is 1 (inhibitor). (4) The molecule is Cn1c(-c2ccccc2)cnc1N. The result is 0 (non-inhibitor). (5) The compound is Nc1nc2c(ncn2[C@H]2CC[C@@H](CO)O2)c(=O)n1C(=O)c1ccccc1. The result is 0 (non-inhibitor). (6) The compound is CCC(=O)NNC(=O)CCC(=O)Nc1ccccc1. The result is 0 (non-inhibitor). (7) The drug is Cc1nc(SCC(=O)Nc2c(C)n(C)n(-c3ccccc3)c2=O)nc(C)c1C. The result is 0 (non-inhibitor). (8) The molecule is O=C(O)CS(=O)c1ccc2c3c(cccc13)C(=O)c1ccccc1-2. The result is 0 (non-inhibitor). (9) The drug is COc1ccc([N+](=O)[O-])cc1NCc1ccccc1C. The result is 1 (inhibitor).